Task: Predict the product of the given reaction.. Dataset: Forward reaction prediction with 1.9M reactions from USPTO patents (1976-2016) (1) The product is: [C:16]1([NH:15][C:8](=[O:11])[CH2:7][CH2:6][C:5]#[CH:4])[CH:21]=[CH:20][CH:19]=[CH:18][CH:17]=1. Given the reactants BrC1C=C2[C:5]([CH2:6][CH2:7][C:8]2=[O:11])=[C:4](C(O)=O)C=1.[NH2:15][C:16]1[CH:21]=[CH:20][CH:19]=[CH:18][CH:17]=1.NCC(OC(C)(C)C)=O, predict the reaction product. (2) Given the reactants [CH3:1][N:2]1[C:6]2[CH:7]=[CH:8][CH:9]=[CH:10][C:5]=2[N:4]([CH2:11][CH2:12][CH2:13][N:14]2[CH2:41][CH2:40][C:17]3([N:21]([C:22]4[CH:27]=[CH:26][CH:25]=[CH:24][CH:23]=4)[CH2:20][N:19]([CH2:28][C:29]4[CH:30]=[C:31]([CH:36]=[CH:37][CH:38]=4)[C:32]([O:34]C)=[O:33])[C:18]3=[O:39])[CH2:16][CH2:15]2)[C:3]1=[O:42].[OH-].[Li+].CO, predict the reaction product. The product is: [CH3:1][N:2]1[C:6]2[CH:7]=[CH:8][CH:9]=[CH:10][C:5]=2[N:4]([CH2:11][CH2:12][CH2:13][N:14]2[CH2:15][CH2:16][C:17]3([N:21]([C:22]4[CH:27]=[CH:26][CH:25]=[CH:24][CH:23]=4)[CH2:20][N:19]([CH2:28][C:29]4[CH:30]=[C:31]([CH:36]=[CH:37][CH:38]=4)[C:32]([OH:34])=[O:33])[C:18]3=[O:39])[CH2:40][CH2:41]2)[C:3]1=[O:42]. (3) Given the reactants [CH3:1][C:2]1[CH:7]=[CH:6][C:5]([C:8]2[C:9](=[O:22])[N:10]([CH2:18][C:19](O)=[O:20])[C:11]3([CH2:17][CH2:16][CH2:15][CH2:14][CH2:13]3)[N:12]=2)=[CH:4][CH:3]=1.C(Cl)(=O)C([Cl:26])=O, predict the reaction product. The product is: [CH3:1][C:2]1[CH:7]=[CH:6][C:5]([C:8]2[C:9](=[O:22])[N:10]([CH2:18][C:19]([Cl:26])=[O:20])[C:11]3([CH2:17][CH2:16][CH2:15][CH2:14][CH2:13]3)[N:12]=2)=[CH:4][CH:3]=1. (4) Given the reactants [CH3:1][O:2][C:3]([NH:5][C@@H:6]([CH:19]([CH3:21])[CH3:20])[C:7]([N:9]1[C@H:14]([C:15](O)=[O:16])[CH:13]2[CH2:18][CH:10]1[CH2:11][CH2:12]2)=[O:8])=[O:4].C([N:25](C(C)C)CC)(C)C.[OH-].[NH4+], predict the reaction product. The product is: [C:15]([C@@H:14]1[CH:13]2[CH2:18][CH:10]([CH2:11][CH2:12]2)[N:9]1[C:7](=[O:8])[C@@H:6]([NH:5][C:3](=[O:4])[O:2][CH3:1])[CH:19]([CH3:21])[CH3:20])(=[O:16])[NH2:25]. (5) The product is: [ClH:15].[Cl:15][C:16]1[CH:17]=[C:18]2[C:23](=[CH:24][CH:25]=1)[CH:22]=[C:21]([S:26]([N:29]1[CH2:34][CH2:33][N:32]([C:11]([C:9]3[S:8][C:5]4[CH2:6][NH:7][CH:2]([CH3:1])[CH2:3][C:4]=4[N:10]=3)=[O:13])[CH:31]([C:35](=[O:41])[NH:36][CH2:37][CH2:38][O:39][CH3:40])[CH2:30]1)(=[O:27])=[O:28])[CH:20]=[CH:19]2. Given the reactants [CH3:1][CH:2]1[NH:7][CH2:6][C:5]2[S:8][C:9]([C:11]([O-:13])=O)=[N:10][C:4]=2[CH2:3]1.[Li+].[Cl:15][C:16]1[CH:17]=[C:18]2[C:23](=[CH:24][CH:25]=1)[CH:22]=[C:21]([S:26]([N:29]1[CH2:34][CH2:33][NH:32][CH:31]([C:35](=[O:41])[NH:36][CH2:37][CH2:38][O:39][CH3:40])[CH2:30]1)(=[O:28])=[O:27])[CH:20]=[CH:19]2, predict the reaction product.